From a dataset of NCI-60 drug combinations with 297,098 pairs across 59 cell lines. Regression. Given two drug SMILES strings and cell line genomic features, predict the synergy score measuring deviation from expected non-interaction effect. (1) Drug 1: CC12CCC3C(C1CCC2=O)CC(=C)C4=CC(=O)C=CC34C. Drug 2: C1=CC(=CC=C1CCCC(=O)O)N(CCCl)CCCl. Cell line: MCF7. Synergy scores: CSS=28.1, Synergy_ZIP=-9.21, Synergy_Bliss=-4.23, Synergy_Loewe=-3.35, Synergy_HSA=-1.09. (2) Drug 1: C1CN1P(=S)(N2CC2)N3CC3. Drug 2: C1CCC(C(C1)N)N.C(=O)(C(=O)[O-])[O-].[Pt+4]. Cell line: MALME-3M. Synergy scores: CSS=20.3, Synergy_ZIP=-4.82, Synergy_Bliss=-0.0530, Synergy_Loewe=2.89, Synergy_HSA=3.23. (3) Drug 1: CS(=O)(=O)OCCCCOS(=O)(=O)C. Drug 2: C1CN(P(=O)(OC1)NCCCl)CCCl. Cell line: SW-620. Synergy scores: CSS=15.1, Synergy_ZIP=-2.43, Synergy_Bliss=1.86, Synergy_Loewe=0.434, Synergy_HSA=0.441. (4) Drug 1: CN(C)C1=NC(=NC(=N1)N(C)C)N(C)C. Drug 2: CC1=C(C=C(C=C1)NC(=O)C2=CC=C(C=C2)CN3CCN(CC3)C)NC4=NC=CC(=N4)C5=CN=CC=C5. Cell line: MDA-MB-435. Synergy scores: CSS=1.79, Synergy_ZIP=2.92, Synergy_Bliss=6.90, Synergy_Loewe=2.80, Synergy_HSA=2.08.